From a dataset of Reaction yield outcomes from USPTO patents with 853,638 reactions. Predict the reaction yield, written as a fraction of the theoretical maximum amount of product (1.0 means a 100% yield; for example, 0.34 means a 34% yield). The reactants are [F:1][C:2]1[CH:7]=[C:6](I)[CH:5]=[CH:4][C:3]=1[N:9]1[CH:14]=[C:13]([O:15][CH3:16])[C:12](=[O:17])[C:11]([C:18]2[N:22]([C:23]3[CH:28]=[CH:27][CH:26]=[CH:25][CH:24]=3)[N:21]=[CH:20][CH:19]=2)=[N:10]1.Cl.[F:30][C:31]1([F:35])[CH2:34][NH:33][CH2:32]1.O(C(C)(C)C)[Na].CC1(C)C2C(=C(P(C3C=CC=CC=3)C3C=CC=CC=3)C=CC=2)OC2C(P(C3C=CC=CC=3)C3C=CC=CC=3)=CC=CC1=2. The catalyst is O1CCOCC1.C([O-])(O)=O.[Na+].C1C=CC(/C=C/C(/C=C/C2C=CC=CC=2)=O)=CC=1.C1C=CC(/C=C/C(/C=C/C2C=CC=CC=2)=O)=CC=1.C1C=CC(/C=C/C(/C=C/C2C=CC=CC=2)=O)=CC=1.[Pd].[Pd]. The product is [F:30][C:31]1([F:35])[CH2:34][N:33]([C:6]2[CH:5]=[CH:4][C:3]([N:9]3[CH:14]=[C:13]([O:15][CH3:16])[C:12](=[O:17])[C:11]([C:18]4[N:22]([C:23]5[CH:28]=[CH:27][CH:26]=[CH:25][CH:24]=5)[N:21]=[CH:20][CH:19]=4)=[N:10]3)=[C:2]([F:1])[CH:7]=2)[CH2:32]1. The yield is 0.540.